Predict the reactants needed to synthesize the given product. From a dataset of Full USPTO retrosynthesis dataset with 1.9M reactions from patents (1976-2016). (1) Given the product [CH2:1]([O:8][C:9]([N:11]1[CH2:16][CH2:15][C:14]2[NH:30][CH:28]=[N:18][C:13]=2[CH2:12]1)=[O:10])[C:2]1[CH:7]=[CH:6][CH:5]=[CH:4][CH:3]=1, predict the reactants needed to synthesize it. The reactants are: [CH2:1]([O:8][C:9]([N:11]1[CH2:16][CH2:15][C:14](=O)[C:13](=[N:18]O)[CH2:12]1)=[O:10])[C:2]1[CH:7]=[CH:6][CH:5]=[CH:4][CH:3]=1.C([O-])(=O)C.[NH4+].FC1C=CC=C(F)C=1[C:28]([NH:30]C1C(C=O)=NN(C2CCCCO2)C=1)=O. (2) Given the product [CH3:21][O:22][C:23]1[CH:28]=[CH:27][C:26]([NH:29][CH2:2][CH2:3][CH2:4][O:5][C:6]2[CH:15]=[CH:14][C:13]3[C:8](=[CH:9][CH:10]=[C:11]([O:16][CH2:17][CH2:18][CH2:19][NH:29][C:26]4[CH:27]=[CH:28][C:23]([O:22][CH3:21])=[CH:24][CH:25]=4)[CH:12]=3)[CH:7]=2)=[CH:25][CH:24]=1, predict the reactants needed to synthesize it. The reactants are: Cl[CH2:2][CH2:3][CH2:4][O:5][C:6]1[CH:15]=[CH:14][C:13]2[C:8](=[CH:9][CH:10]=[C:11]([O:16][CH2:17][CH2:18][CH2:19]Cl)[CH:12]=2)[CH:7]=1.[CH3:21][O:22][C:23]1[CH:28]=[CH:27][C:26]([NH2:29])=[CH:25][CH:24]=1. (3) Given the product [Cl:1][C:2]1[CH:7]=[C:6]([B:21]2[O:22][C:23]([CH3:25])([CH3:24])[C:19]([CH3:35])([CH3:18])[O:20]2)[CH:5]=[C:4]([O:8][CH3:9])[C:3]=1[C:10]1[C:11](=[O:17])[CH2:12][CH2:13][C:14]=1[O:15][CH3:16], predict the reactants needed to synthesize it. The reactants are: [Cl:1][C:2]1[CH:7]=[CH:6][CH:5]=[C:4]([O:8][CH3:9])[C:3]=1[C:10]1[C:11](=[O:17])[CH2:12][CH2:13][C:14]=1[O:15][CH3:16].[CH3:18][C:19]1([CH3:35])[C:23]([CH3:25])([CH3:24])[O:22][B:21]([B:21]2[O:22][C:23]([CH3:25])([CH3:24])[C:19]([CH3:35])([CH3:18])[O:20]2)[O:20]1.C(C1C=CN=C(C2C=C(C(C)(C)C)C=CN=2)C=1)(C)(C)C. (4) Given the product [F:1][C:2]([F:10])([F:11])[C:3]1[CH:9]=[CH:8][C:6]([NH:7][CH:12]=[O:13])=[CH:5][CH:4]=1, predict the reactants needed to synthesize it. The reactants are: [F:1][C:2]([F:11])([F:10])[C:3]1[CH:9]=[CH:8][C:6]([NH2:7])=[CH:5][CH:4]=1.[CH:12](O)=[O:13]. (5) Given the product [Cl:1][C:2]1[N:10]=[C:9]2[C:5]([N:6]=[C:7]([CH:35]=[O:36])[N:8]2[CH2:11][CH3:12])=[C:4]([N:13]2[CH2:14][CH2:15][O:16][CH2:17][CH2:18]2)[N:3]=1, predict the reactants needed to synthesize it. The reactants are: [Cl:1][C:2]1[N:10]=[C:9]2[C:5]([N:6]=[CH:7][N:8]2[CH2:11][CH3:12])=[C:4]([N:13]2[CH2:18][CH2:17][O:16][CH2:15][CH2:14]2)[N:3]=1.CN(CCN(C)C)C.C([Li])CCC.CN([CH:35]=[O:36])C. (6) The reactants are: Br[C:2]1[C:3]([Cl:20])=[CH:4][C:5]([O:18][CH3:19])=[C:6]([S:8]([NH:11][C:12]2[CH:13]=[N:14][CH:15]=[CH:16][CH:17]=2)(=[O:10])=[O:9])[CH:7]=1. Given the product [Cl:20][C:3]1[CH:2]=[CH:7][C:6]([S:8]([NH:11][C:12]2[CH:13]=[N:14][CH:15]=[CH:16][CH:17]=2)(=[O:10])=[O:9])=[C:5]([O:18][CH3:19])[CH:4]=1, predict the reactants needed to synthesize it. (7) Given the product [CH3:20][C@H:7]1[CH2:8][N:9]([S:10]([C:13]2[CH:19]=[CH:18][C:16]([CH3:17])=[CH:15][CH:14]=2)(=[O:12])=[O:11])[C:4]2[CH:3]=[C:2]([C:33]3[CH:34]=[CH:35][C:30]([S:27]([CH3:26])(=[O:29])=[O:28])=[CH:31][CH:32]=3)[N:25]=[CH:24][C:5]=2[N:6]1[C:21](=[O:23])[CH3:22], predict the reactants needed to synthesize it. The reactants are: Br[C:2]1[N:25]=[CH:24][C:5]2[N:6]([C:21](=[O:23])[CH3:22])[C@@H:7]([CH3:20])[CH2:8][N:9]([S:10]([C:13]3[CH:19]=[CH:18][C:16]([CH3:17])=[CH:15][CH:14]=3)(=[O:12])=[O:11])[C:4]=2[CH:3]=1.[CH3:26][S:27]([C:30]1[CH:35]=[CH:34][C:33](B(O)O)=[CH:32][CH:31]=1)(=[O:29])=[O:28].C1(P(C2CCCCC2)C2C=CC=CC=2C2C(C(C)C)=CC(C(C)C)=CC=2C(C)C)CCCCC1.C(=O)([O-])[O-].[Cs+].[Cs+]. (8) Given the product [Cl:1][C:2]1[CH:7]=[CH:6][CH:5]=[CH:4][C:3]=1[C:8]1[CH:19]=[C:18]2[C:14]([CH:15]=[C:16]([CH:28]=[O:29])[N:17]2[CH2:20][CH2:21][O:22][CH2:23][CH2:24][O:25][CH2:26][CH3:27])=[C:13]2[C:9]=1[C:10](=[O:31])[NH:11][C:12]2=[O:30], predict the reactants needed to synthesize it. The reactants are: [Cl:1][C:2]1[CH:7]=[CH:6][CH:5]=[CH:4][C:3]=1[CH:8]1[CH2:19][C:18]2[N:17]([CH2:20][CH2:21][O:22][CH2:23][CH2:24][O:25][CH2:26][CH3:27])[C:16]([CH:28]=[O:29])=[CH:15][C:14]=2[CH:13]2[CH:9]1[C:10](=[O:31])[NH:11][C:12]2=[O:30]. (9) Given the product [CH:31]1([S:28]([N:25]2[CH2:26][CH2:27][N:22]([C:19]3[CH:20]=[CH:21][C:16]([O:15][CH2:14][C@H:12]4[CH2:11][O:10][C@@:9]([C:3]5[CH:4]=[CH:5][C:6]([Cl:8])=[CH:7][C:2]=5[Cl:1])([CH2:32][N:33]5[CH:37]=[CH:36][N:35]=[CH:34]5)[O:13]4)=[CH:17][CH:18]=3)[CH2:23][CH2:24]2)(=[O:30])=[O:29])[CH2:40][CH2:39]1, predict the reactants needed to synthesize it. The reactants are: [Cl:1][C:2]1[CH:7]=[C:6]([Cl:8])[CH:5]=[CH:4][C:3]=1[C@@:9]1([CH2:32][N:33]2[CH:37]=[CH:36][N:35]=[CH:34]2)[O:13][C@H:12]([CH2:14][O:15][C:16]2[CH:21]=[CH:20][C:19]([N:22]3[CH2:27][CH2:26][N:25]([S:28]([CH3:31])(=[O:30])=[O:29])[CH2:24][CH2:23]3)=[CH:18][CH:17]=2)[CH2:11][O:10]1.Cl[C:39]1C=C(Cl)C=C[C:40]=1[C@]1(CN2C=CN=C2)O[C@@H](COC2C=CC(N3CCNCC3)=CC=2)CO1.ClC1C=C(Cl)C=CC=1[C@@]1(CN2C=CN=C2)O[C@H](COC2C=CC(N3CCNCC3)=CC=2)CO1.C1(S(Cl)(=O)=O)CC1.CS(Cl)(=O)=O. (10) Given the product [Cl:28][C:29]1[CH:34]=[CH:33][C:32]([C:2]2[CH:3]=[CH:4][C:5]([C:8]3[NH:12][C:11]([C@@H:13]4[CH2:17][CH2:16][CH2:15][N:14]4[C:18]([O:20][CH2:21][C:22]4[CH:27]=[CH:26][CH:25]=[CH:24][CH:23]=4)=[O:19])=[N:10][CH:9]=3)=[CH:6][CH:7]=2)=[CH:31][CH:30]=1, predict the reactants needed to synthesize it. The reactants are: Br[C:2]1[CH:7]=[CH:6][C:5]([C:8]2[NH:12][C:11]([C@@H:13]3[CH2:17][CH2:16][CH2:15][N:14]3[C:18]([O:20][CH2:21][C:22]3[CH:27]=[CH:26][CH:25]=[CH:24][CH:23]=3)=[O:19])=[N:10][CH:9]=2)=[CH:4][CH:3]=1.[Cl:28][C:29]1[CH:34]=[CH:33][C:32](B(O)O)=[CH:31][CH:30]=1.C(=O)([O-])[O-].[K+].[K+].